From a dataset of Peptide-MHC class I binding affinity with 185,985 pairs from IEDB/IMGT. Regression. Given a peptide amino acid sequence and an MHC pseudo amino acid sequence, predict their binding affinity value. This is MHC class I binding data. (1) The peptide sequence is GMWCVLASR. The MHC is HLA-A25:01 with pseudo-sequence HLA-A25:01. The binding affinity (normalized) is 0.0847. (2) The MHC is HLA-A24:03 with pseudo-sequence HLA-A24:03. The peptide sequence is KHIKPIVEF. The binding affinity (normalized) is 0.606. (3) The peptide sequence is KSLFNTVATLY. The MHC is HLA-A11:01 with pseudo-sequence HLA-A11:01. The binding affinity (normalized) is 0.496. (4) The peptide sequence is GQMPRQTGGF. The MHC is Mamu-A07 with pseudo-sequence Mamu-A07. The binding affinity (normalized) is 0. (5) The peptide sequence is KDKNKWRM. The MHC is HLA-B27:05 with pseudo-sequence HLA-B27:05. The binding affinity (normalized) is 0. (6) The peptide sequence is NSNIIKNKK. The MHC is HLA-A03:01 with pseudo-sequence HLA-A03:01. The binding affinity (normalized) is 0.147. (7) The peptide sequence is KHNSAESAK. The MHC is HLA-A69:01 with pseudo-sequence HLA-A69:01. The binding affinity (normalized) is 0.0847.